Dataset: Reaction yield outcomes from USPTO patents with 853,638 reactions. Task: Predict the reaction yield, written as a fraction of the theoretical maximum amount of product (1.0 means a 100% yield; for example, 0.34 means a 34% yield). (1) No catalyst specified. The yield is 0.890. The product is [CH2:29]([NH:36][C:37]([C:39]1[S:43][C:42]([N:44]2[CH2:48][CH2:47][N:46]([CH2:49][C:50]([OH:52])=[O:51])[C:45]2=[O:55])=[N:41][C:40]=1[CH3:56])=[O:38])[C:30]1[CH:35]=[CH:34][CH:33]=[CH:32][CH:31]=1. The reactants are CC1C=C(N2CCN(CC3C=CC(C(F)(F)F)=CC=3)C2=O)SC=1C(OCC)=O.[CH2:29]([NH:36][C:37]([C:39]1[S:43][C:42]([N:44]2[CH2:48][CH2:47][N:46]([CH2:49][C:50]([O:52]CC)=[O:51])[C:45]2=[O:55])=[N:41][C:40]=1[CH3:56])=[O:38])[C:30]1[CH:35]=[CH:34][CH:33]=[CH:32][CH:31]=1. (2) The reactants are [C:1]([O:5][C:6]([NH:8][C@:9]([CH3:31])([CH2:12][CH2:13][C:14]1[O:15][C:16]([C:19](=[O:30])[CH2:20][CH2:21][CH2:22][CH2:23][C:24]2[CH:29]=[CH:28][CH:27]=[CH:26][CH:25]=2)=[CH:17][CH:18]=1)[CH2:10][OH:11])=[O:7])([CH3:4])([CH3:3])[CH3:2].CC(OI1(OC(C)=O)(OC(C)=O)OC(=O)C2C=CC=CC1=2)=O. The catalyst is ClCCl. The product is [C:1]([O:5][C:6]([NH:8][C@:9]([CH3:31])([CH2:12][CH2:13][C:14]1[O:15][C:16]([C:19](=[O:30])[CH2:20][CH2:21][CH2:22][CH2:23][C:24]2[CH:25]=[CH:26][CH:27]=[CH:28][CH:29]=2)=[CH:17][CH:18]=1)[CH:10]=[O:11])=[O:7])([CH3:4])([CH3:2])[CH3:3]. The yield is 0.970. (3) The reactants are [Cl:1][C:2]1[S:3][C:4]([C:7]([OH:9])=O)=[CH:5][N:6]=1.[CH3:10][NH:11][CH3:12].CN(C(ON1N=NC2C=CC=NC1=2)=[N+](C)C)C.F[P-](F)(F)(F)(F)F.CCN(C(C)C)C(C)C. The catalyst is CN(C=O)C. The product is [Cl:1][C:2]1[S:3][C:4]([C:7]([N:11]([CH3:12])[CH3:10])=[O:9])=[CH:5][N:6]=1. The yield is 0.560. (4) The reactants are C(O)(C(F)(F)F)=O.C(OC(=O)[NH:14][C:15]1[S:16][C:17]([C:20]([CH3:41])([CH3:40])[CH2:21][O:22][Si:23]([C:36]([CH3:39])([CH3:38])[CH3:37])([C:30]2[CH:35]=[CH:34][CH:33]=[CH:32][CH:31]=2)[C:24]2[CH:29]=[CH:28][CH:27]=[CH:26][CH:25]=2)=[N:18][N:19]=1)(C)(C)C. The catalyst is C(Cl)Cl. The product is [C:36]([Si:23]([C:24]1[CH:29]=[CH:28][CH:27]=[CH:26][CH:25]=1)([C:30]1[CH:35]=[CH:34][CH:33]=[CH:32][CH:31]=1)[O:22][CH2:21][C:20]([C:17]1[S:16][C:15]([NH2:14])=[N:19][N:18]=1)([CH3:41])[CH3:40])([CH3:37])([CH3:38])[CH3:39]. The yield is 0.910. (5) The yield is 0.690. The product is [C:17]([OH:25])(=[O:24])[C:18]1[CH:23]=[CH:22][CH:21]=[CH:20][CH:19]=1.[OH:1][C:2]1([CH2:10][S:11][CH:12]([O:14][CH2:15][CH3:16])[CH3:13])[CH:7]2[CH2:8][CH2:9][N:4]([CH2:5][CH2:6]2)[CH2:3]1. The catalyst is C1(C)C=CC=CC=1. The reactants are [OH:1][C:2]1([CH2:10][S:11][CH:12]([O:14][CH2:15][CH3:16])[CH3:13])[CH:7]2[CH2:8][CH2:9][N:4]([CH2:5][CH2:6]2)[CH2:3]1.[C:17]([OH:25])(=[O:24])[C:18]1[CH:23]=[CH:22][CH:21]=[CH:20][CH:19]=1. (6) The reactants are [C:1]([OH:10])(=[O:9])[C:2]1[C:3](=[CH:5][CH:6]=[CH:7][CH:8]=1)[NH2:4].[C:11](OC(=O)C)(=O)[CH3:12]. No catalyst specified. The product is [CH3:11][C:12]1[O:9][C:1](=[O:10])[C:2]2[CH:8]=[CH:7][CH:6]=[CH:5][C:3]=2[N:4]=1. The yield is 0.900. (7) The reactants are [CH2:1]([O:3][C:4]1[CH:5]=[C:6]([CH:9]=[CH:10][C:11]=1[O:12][CH2:13][C:14]1[CH:15]=[N:16][C:17]([O:20][CH3:21])=[CH:18][CH:19]=1)[CH:7]=O)[CH3:2].[OH2:22].Cl.[NH2:24]O. The catalyst is CO.N1C=CC=CC=1. The product is [CH2:1]([O:3][C:4]1[CH:5]=[C:6]([CH:9]=[CH:10][C:11]=1[O:12][CH2:13][C:14]1[CH:15]=[N:16][C:17]([O:20][CH3:21])=[CH:18][CH:19]=1)[CH:7]=[N:24][OH:22])[CH3:2]. The yield is 0.850.